From a dataset of Catalyst prediction with 721,799 reactions and 888 catalyst types from USPTO. Predict which catalyst facilitates the given reaction. Reactant: [CH3:1][N:2]([CH3:37])[C:3]1[C:8]([CH2:9][C:10]([O:12]C)=[O:11])=[C:7]([N:14]([CH3:16])[CH3:15])[N:6]=[C:5]([CH2:17][C:18]2[CH:23]=[CH:22][C:21]([NH:24][C:25](=[O:36])[C:26]3[CH:31]=[CH:30][C:29]([C:32]([F:35])([F:34])[F:33])=[CH:28][CH:27]=3)=[CH:20][CH:19]=2)[N:4]=1.[OH-].[Na+]. Product: [CH3:37][N:2]([CH3:1])[C:3]1[C:8]([CH2:9][C:10]([OH:12])=[O:11])=[C:7]([N:14]([CH3:15])[CH3:16])[N:6]=[C:5]([CH2:17][C:18]2[CH:19]=[CH:20][C:21]([NH:24][C:25](=[O:36])[C:26]3[CH:27]=[CH:28][C:29]([C:32]([F:34])([F:35])[F:33])=[CH:30][CH:31]=3)=[CH:22][CH:23]=2)[N:4]=1. The catalyst class is: 83.